From a dataset of Full USPTO retrosynthesis dataset with 1.9M reactions from patents (1976-2016). Predict the reactants needed to synthesize the given product. (1) Given the product [N:1]1[CH:6]=[CH:5][CH:4]=[C:3]([NH:7][C:8]([C:10]2[CH:11]=[CH:12][CH:13]=[C:14]3[O:18][C:17]([NH:19][CH:20]4[CH2:21][CH2:22][N:23]([CH2:32][C:31]5[CH:34]=[CH:35][C:36]([O:37][CH3:38])=[C:29]([O:28][CH2:26][CH3:27])[CH:30]=5)[CH2:24][CH2:25]4)=[N:16][C:15]=23)=[O:9])[CH:2]=1, predict the reactants needed to synthesize it. The reactants are: [N:1]1[CH:6]=[CH:5][CH:4]=[C:3]([NH:7][C:8]([C:10]2[CH:11]=[CH:12][CH:13]=[C:14]3[O:18][C:17]([NH:19][CH:20]4[CH2:25][CH2:24][NH:23][CH2:22][CH2:21]4)=[N:16][C:15]=23)=[O:9])[CH:2]=1.[CH2:26]([O:28][C:29]1[CH:30]=[C:31]([CH:34]=[CH:35][C:36]=1[O:37][CH3:38])[CH:32]=O)[CH3:27].C([BH3-])#N.[Na+].C(N(C(C)C)C(C)C)C. (2) Given the product [CH2:32]([O:31][C:29](=[O:30])[NH:18][CH2:17][CH:14]1[CH2:13][C:12]2[CH:11]=[CH:10][CH:9]=[C:8]([C:5]3[CH:4]=[CH:3][C:2]([CH3:1])=[CH:7][CH:6]=3)[C:16]=2[O:15]1)[C:33]1[CH:38]=[CH:37][CH:36]=[CH:35][CH:34]=1, predict the reactants needed to synthesize it. The reactants are: [CH3:1][C:2]1[CH:7]=[CH:6][C:5]([C:8]2[C:16]3[O:15][CH:14]([CH2:17][NH2:18])[CH2:13][C:12]=3[CH:11]=[CH:10][CH:9]=2)=[CH:4][CH:3]=1.C(N(C(C)C)CC)(C)C.Cl[C:29]([O:31][CH2:32][C:33]1[CH:38]=[CH:37][CH:36]=[CH:35][CH:34]=1)=[O:30].C(OC(=O)NCC1CC2C=CC=C(C3CCCC3)C=2O1)C1C=CC=CC=1. (3) Given the product [CH2:25]([O:24][C:19]1[CH:20]=[C:21]([CH3:23])[C:22]([CH:9]=[O:10])=[C:17]([CH3:16])[CH:18]=1)[CH:26]=[CH2:27], predict the reactants needed to synthesize it. The reactants are: CN([CH:9]=[O:10])C1C=CC=CC=1.P(Cl)(Cl)(Cl)=O.[CH3:16][C:17]1[CH:18]=[C:19]([O:24][CH2:25][CH:26]=[CH2:27])[CH:20]=[C:21]([CH3:23])[CH:22]=1. (4) The reactants are: [F:1][C:2]1[CH:3]=[C:4]2[C:9](=[CH:10][CH:11]=1)[N:8]=[CH:7][C:6]([C:12]1[CH:13]=[N:14][N:15]3[C:20]([NH2:21])=[CH:19][C:18]([CH:22]([NH:24][CH:25]4[CH2:30][CH2:29][O:28][CH2:27][CH2:26]4)[CH3:23])=[N:17][C:16]=13)=[CH:5]2.[H-].[Na+].Br[CH2:34][CH2:35][C:36]([O:38][C:39]([CH3:42])([CH3:41])[CH3:40])=[O:37]. Given the product [F:1][C:2]1[CH:3]=[C:4]2[C:9](=[CH:10][CH:11]=1)[N:8]=[CH:7][C:6]([C:12]1[CH:13]=[N:14][N:15]3[C:20]([NH:21][CH2:34][CH2:35][C:36]([O:38][C:39]([CH3:42])([CH3:41])[CH3:40])=[O:37])=[CH:19][C:18]([CH:22]([NH:24][CH:25]4[CH2:26][CH2:27][O:28][CH2:29][CH2:30]4)[CH3:23])=[N:17][C:16]=13)=[CH:5]2, predict the reactants needed to synthesize it. (5) Given the product [CH3:1][O:2][C:3]1[CH:4]=[C:5]2[C:10](=[CH:11][C:12]=1[O:13][CH3:14])[N:9]=[CH:8][CH:7]=[C:6]2[O:15][C:16]1[CH:17]=[C:18]2[C:22](=[CH:23][CH:24]=1)[N:21]([CH3:27])[CH:20]=[CH:19]2, predict the reactants needed to synthesize it. The reactants are: [CH3:1][O:2][C:3]1[CH:4]=[C:5]2[C:10](=[CH:11][C:12]=1[O:13][CH3:14])[N:9]=[CH:8][CH:7]=[C:6]2[O:15][C:16]1[CH:17]=[C:18]2[C:22](=[CH:23][CH:24]=1)[NH:21][CH:20]=[CH:19]2.[H-].[Na+].[CH3:27]I.O. (6) The reactants are: [F:1][C:2]1[C:7]([O:8][CH3:9])=[CH:6][CH:5]=[C:4]([F:10])[C:3]=1[CH2:11][C:12]([OH:14])=O.[C:15](Cl)(=O)C(Cl)=O.[NH2:21][C:22]1[CH:63]=[CH:62][C:25]([C:26]([N:28]([CH2:54][C:55]([O:57]C(C)(C)C)=[O:56])[CH2:29][C:30]2[CH:35]=[CH:34][C:33]([C:36]3[N:40]=[C:39]([C:41]4(C)[CH:46]=[CH:45][C:44]([C:47]5[CH:52]=[CH:51][CH:50]=[CH:49][CH:48]=5)=[CH:43][CH2:42]4)[O:38][N:37]=3)=[CH:32][CH:31]=2)=[O:27])=[CH:24][CH:23]=1.C(O)(C(F)(F)F)=O. Given the product [F:1][C:2]1[C:7]([O:8][CH3:9])=[CH:6][CH:5]=[C:4]([F:10])[C:3]=1[CH2:11][C:12]([NH:21][C:22]1[CH:63]=[CH:62][C:25]([C:26]([N:28]([CH2:54][C:55]([OH:57])=[O:56])[CH2:29][C:30]2[CH:35]=[CH:34][C:33]([C:36]3[N:40]=[C:39]([C:41]4[CH:46]=[CH:45][C:44]([C:47]5[CH:48]=[CH:49][C:50]([CH3:15])=[CH:51][CH:52]=5)=[CH:43][CH:42]=4)[O:38][N:37]=3)=[CH:32][CH:31]=2)=[O:27])=[CH:24][CH:23]=1)=[O:14], predict the reactants needed to synthesize it. (7) Given the product [Br:1][C:2]1[CH:3]=[N:4][N:5]([CH2:8][C:9]([O:11][C:12]([CH3:15])([CH3:14])[CH3:13])=[O:10])[CH:6]=1, predict the reactants needed to synthesize it. The reactants are: [Br:1][C:2]1[CH:3]=[N:4][NH:5][CH:6]=1.Br[CH2:8][C:9]([O:11][C:12]([CH3:15])([CH3:14])[CH3:13])=[O:10]. (8) The reactants are: C[O:2][C:3](=[O:35])[CH2:4][O:5][C:6]1[CH:11]=[CH:10][C:9]([CH2:12][N:13]2[CH:17]=[C:16]([C:18]3[CH:23]=[CH:22][C:21]([Cl:24])=[CH:20][C:19]=3[Cl:25])[N:15]=[C:14]2/[CH:26]=[CH:27]/[C:28]2[CH:33]=[CH:32][C:31](Br)=[CH:30][CH:29]=2)=[CH:8][CH:7]=1.[F:36][C:37]([F:48])([F:47])[C:38]1[CH:39]=[C:40](B(O)O)[CH:41]=[CH:42][CH:43]=1. Given the product [Cl:25][C:19]1[CH:20]=[C:21]([Cl:24])[CH:22]=[CH:23][C:18]=1[C:16]1[N:15]=[C:14](/[CH:26]=[CH:27]/[C:28]2[CH:33]=[CH:32][C:31]([C:42]3[CH:41]=[CH:40][CH:39]=[C:38]([C:37]([F:48])([F:47])[F:36])[CH:43]=3)=[CH:30][CH:29]=2)[N:13]([CH2:12][C:9]2[CH:8]=[CH:7][C:6]([O:5][CH2:4][C:3]([OH:2])=[O:35])=[CH:11][CH:10]=2)[CH:17]=1, predict the reactants needed to synthesize it. (9) Given the product [Cl:1][C:2]1[CH:3]=[C:4]([CH:23]=[CH:24][C:25]=1[O:26][CH2:27][C:28]1[CH:33]=[CH:32][CH:31]=[C:30]([F:34])[CH:29]=1)[NH:5][C:6]1[C:15]2[C:10](=[CH:11][CH:12]=[CH:13][C:14]=2[O:16][CH:17]2[CH2:22][CH2:21][N:20]([CH2:38][C:37]#[CH:36])[CH2:19][CH2:18]2)[N:9]=[CH:8][N:7]=1, predict the reactants needed to synthesize it. The reactants are: [Cl:1][C:2]1[CH:3]=[C:4]([CH:23]=[CH:24][C:25]=1[O:26][CH2:27][C:28]1[CH:33]=[CH:32][CH:31]=[C:30]([F:34])[CH:29]=1)[NH:5][C:6]1[C:15]2[C:10](=[CH:11][CH:12]=[CH:13][C:14]=2[O:16][CH:17]2[CH2:22][CH2:21][NH:20][CH2:19][CH2:18]2)[N:9]=[CH:8][N:7]=1.Br[CH2:36][C:37]#[CH:38].